This data is from Forward reaction prediction with 1.9M reactions from USPTO patents (1976-2016). The task is: Predict the product of the given reaction. (1) Given the reactants C(OC([N:8]([CH2:15][CH3:16])[CH2:9][CH2:10][CH2:11][C:12]([OH:14])=O)=O)(C)(C)C.F[P-](F)(F)(F)(F)F.N1(OC(N(C)C)=[N+](C)C)C2N=CC=CC=2N=N1.[CH2:41]([CH2:43][NH2:44])[OH:42].C(N(CC)C(C)C)(C)C.[ClH:54], predict the reaction product. The product is: [ClH:54].[CH2:15]([NH:8][CH2:9][CH2:10][CH2:11][C:12]([NH:44][CH2:43][CH2:41][OH:42])=[O:14])[CH3:16]. (2) Given the reactants Cl.Cl.[Cl:3][C:4]1[CH:5]=[C:6]([C:10]2[N:11]=[C:12]([CH:25]3[CH2:30][CH2:29][NH:28][CH2:27][CH2:26]3)[S:13][C:14]=2[C:15]2[CH:20]=[CH:19][N:18]=[C:17]([NH:21][C:22](=[O:24])[CH3:23])[CH:16]=2)[CH:7]=[CH:8][CH:9]=1.[C:31](Cl)(=[O:33])[CH3:32].C(N(CC)CC)C.C(=O)([O-])O.[Na+], predict the reaction product. The product is: [C:31]([N:28]1[CH2:29][CH2:30][CH:25]([C:12]2[S:13][C:14]([C:15]3[CH:20]=[CH:19][N:18]=[C:17]([NH:21][C:22](=[O:24])[CH3:23])[CH:16]=3)=[C:10]([C:6]3[CH:7]=[CH:8][CH:9]=[C:4]([Cl:3])[CH:5]=3)[N:11]=2)[CH2:26][CH2:27]1)(=[O:33])[CH3:32]. (3) Given the reactants Cl.[OH:2][CH2:3][CH2:4][N:5]([CH2:18][CH2:19][C:20]1[C:28]2[C:23](=[CH:24][CH:25]=[CH:26][CH:27]=2)[NH:22][CH:21]=1)[CH:6]1[C:14]2[C:9](=[CH:10][C:11]([C:15]([OH:17])=O)=[CH:12][CH:13]=2)[CH2:8][CH2:7]1.[C:29]1([NH2:36])[CH:34]=[CH:33][CH:32]=[CH:31][C:30]=1[NH2:35].CCN=C=NCCCN(C)C.C(N(CC)CC)C.C1C=CC2N(O)N=NC=2C=1, predict the reaction product. The product is: [NH2:35][C:30]1[CH:31]=[CH:32][CH:33]=[CH:34][C:29]=1[NH:36][C:15]([C:11]1[CH:10]=[C:9]2[C:14](=[CH:13][CH:12]=1)[CH:6]([N:5]([CH2:4][CH2:3][OH:2])[CH2:18][CH2:19][C:20]1[C:28]3[C:23](=[CH:24][CH:25]=[CH:26][CH:27]=3)[NH:22][CH:21]=1)[CH2:7][CH2:8]2)=[O:17]. (4) Given the reactants [F:1][C:2]1[CH:7]=[CH:6][C:5]([C:8]2[N:9]([Si:19]([CH:26]([CH3:28])[CH3:27])([CH:23]([CH3:25])[CH3:24])[CH:20]([CH3:22])[CH3:21])[CH:10]=[CH:11][C:12]=2[C:13]2[CH:18]=[CH:17][N:16]=[CH:15][CH:14]=2)=[CH:4][CH:3]=1.[Br:29]N1C(=O)CCC1=O.CCCCCC, predict the reaction product. The product is: [Br:29][C:11]1[C:12]([C:13]2[CH:18]=[CH:17][N:16]=[CH:15][CH:14]=2)=[C:8]([C:5]2[CH:4]=[CH:3][C:2]([F:1])=[CH:7][CH:6]=2)[N:9]([Si:19]([CH:23]([CH3:25])[CH3:24])([CH:26]([CH3:28])[CH3:27])[CH:20]([CH3:21])[CH3:22])[CH:10]=1. (5) The product is: [CH3:12][C:7]1[CH:6]=[CH:5][C:4]2[C:9](=[CH:10][CH:11]=[C:2]([C:42]#[C:41][Si:38]([CH3:40])([CH3:39])[CH3:37])[CH:3]=2)[N:8]=1. Given the reactants Br[C:2]1[CH:3]=[C:4]2[C:9](=[CH:10][CH:11]=1)[N:8]=[C:7]([CH3:12])[CH:6]=[CH:5]2.C1(P(C2C=CC=CC=2)C2C=CC=CC=2)C=CC=CC=1.C(NCC)C.[CH3:37][Si:38]([C:41]#[CH:42])([CH3:40])[CH3:39], predict the reaction product. (6) Given the reactants [NH2:1][C:2]1[C:3]2[C:10]([C:11]3[CH:16]=[CH:15][C:14]([Cl:17])=[CH:13][CH:12]=3)=[CH:9][N:8]([C:18]3[CH:19]=[C:20]([CH:23]=[CH:24][CH:25]=3)[CH:21]=O)[C:4]=2[N:5]=[CH:6][N:7]=1.[C:26]([CH2:28][C:29]([NH2:31])=[O:30])#[N:27].N12CCCN=C1CCCCC2.C([O-])(=O)C.[NH2+]1CCCCC1, predict the reaction product. The product is: [NH2:1][C:2]1[C:3]2[C:10]([C:11]3[CH:16]=[CH:15][C:14]([Cl:17])=[CH:13][CH:12]=3)=[CH:9][N:8]([C:18]3[CH:19]=[C:20](/[CH:21]=[C:28](\[C:26]#[N:27])/[C:29]([NH2:31])=[O:30])[CH:23]=[CH:24][CH:25]=3)[C:4]=2[N:5]=[CH:6][N:7]=1. (7) Given the reactants Cl.Cl.[Cl:3][C:4]1[CH:5]=[C:6](/[CH:16]=[CH:17]/[C:18]([O:20][CH2:21][CH3:22])=[O:19])[CH:7]=[N:8][C:9]=1[NH:10][C@@H:11]1[CH2:15][CH2:14][NH:13][CH2:12]1.Cl[C:24]1[N:29]=[CH:28][CH:27]=[CH:26][N:25]=1.C(N(CC)C(C)C)(C)C.CCOC(C)=O, predict the reaction product. The product is: [Cl:3][C:4]1[CH:5]=[C:6](/[CH:16]=[CH:17]/[C:18]([O:20][CH2:21][CH3:22])=[O:19])[CH:7]=[N:8][C:9]=1[NH:10][C@@H:11]1[CH2:15][CH2:14][N:13]([C:24]2[N:29]=[CH:28][CH:27]=[CH:26][N:25]=2)[CH2:12]1. (8) Given the reactants C([O:5][C:6](=[O:36])[CH2:7][S:8][C:9]1[CH:14]=[CH:13][C:12]([O:15][CH:16]([C:18]2[C:19]([CH3:34])=[N:20][C:21]([C:24]3[CH:29]=[CH:28][C:27]([C:30]([F:33])([F:32])[F:31])=[CH:26][CH:25]=3)=[CH:22][CH:23]=2)[CH3:17])=[CH:11][C:10]=1[CH3:35])(C)(C)C.[OH-].[Na+], predict the reaction product. The product is: [CH3:35][C:10]1[CH:11]=[C:12]([O:15][CH:16]([C:18]2[C:19]([CH3:34])=[N:20][C:21]([C:24]3[CH:29]=[CH:28][C:27]([C:30]([F:33])([F:31])[F:32])=[CH:26][CH:25]=3)=[CH:22][CH:23]=2)[CH3:17])[CH:13]=[CH:14][C:9]=1[S:8][CH2:7][C:6]([OH:36])=[O:5].